This data is from Full USPTO retrosynthesis dataset with 1.9M reactions from patents (1976-2016). The task is: Predict the reactants needed to synthesize the given product. (1) Given the product [NH2:10][C:9]1[CH:8]=[C:5]([CH:4]=[C:3]([N+:13]([O-:15])=[O:14])[C:2]=1[Cl:1])[C:6]#[N:7].[NH2:13][C:3]1[CH:4]=[C:5]([CH:8]=[C:9]([NH2:10])[C:2]=1[Cl:1])[C:6]#[N:7], predict the reactants needed to synthesize it. The reactants are: [Cl:1][C:2]1[C:9]([N+:10]([O-])=O)=[CH:8][C:5]([C:6]#[N:7])=[CH:4][C:3]=1[N+:13]([O-:15])=[O:14]. (2) Given the product [CH3:14][C:12]1[CH:11]=[CH:10][C:8]2[S:9][C:5]3[NH:4][C:3]4[CH:19]=[CH:20][CH:21]=[CH:22][C:2]=4[N:1]=[C:15]([N:27]4[CH2:28][CH2:29][N:24]([CH3:23])[CH2:25][CH2:26]4)[C:6]=3[C:7]=2[CH:13]=1, predict the reactants needed to synthesize it. The reactants are: [NH2:1][C:2]1[CH:22]=[CH:21][CH:20]=[CH:19][C:3]=1[NH:4][C:5]1[S:9][C:8]2[CH:10]=[CH:11][C:12]([CH3:14])=[CH:13][C:7]=2[C:6]=1[C:15](OC)=O.[CH3:23][N:24]1[CH2:29][CH2:28][NH:27][CH2:26][CH2:25]1.C1(OC)C=CC=CC=1.